Task: Predict which catalyst facilitates the given reaction.. Dataset: Catalyst prediction with 721,799 reactions and 888 catalyst types from USPTO (1) Product: [F:1][C:2]1[CH:3]=[CH:4][C:5]([CH2:6][CH:7]2[CH2:8][CH2:9][N:10]([C:13](=[O:17])[C:14]([NH:27][C:28]3[CH:29]=[C:30]4[C:34](=[CH:35][CH:36]=3)[NH:33][C:32](=[O:37])[CH2:31]4)=[O:16])[CH2:11][CH2:12]2)=[CH:18][CH:19]=1. Reactant: [F:1][C:2]1[CH:19]=[CH:18][C:5]([CH2:6][CH:7]2[CH2:12][CH2:11][N:10]([C:13](=[O:17])[C:14]([OH:16])=O)[CH2:9][CH2:8]2)=[CH:4][CH:3]=1.C(N(CC)CC)C.[NH2:27][C:28]1[CH:29]=[C:30]2[C:34](=[CH:35][CH:36]=1)[NH:33][C:32](=[O:37])[CH2:31]2.CN(C(ON1N=NC2C=CC=CC1=2)=[N+](C)C)C.F[P-](F)(F)(F)(F)F. The catalyst class is: 9. (2) Reactant: C([Mg]Cl)(C)C.[CH2:6]([O:9][C:10]1[C:11](Br)=[N:12][CH:13]=[CH:14][CH:15]=1)[CH:7]=[CH2:8].[F:17][C:18]1[CH:25]=[CH:24][C:23]([F:26])=[CH:22][C:19]=1[CH:20]=[O:21].[Cl-].[NH4+]. Product: [CH2:6]([O:9][C:10]1[C:11]([CH:20]([C:19]2[CH:22]=[C:23]([F:26])[CH:24]=[CH:25][C:18]=2[F:17])[OH:21])=[N:12][CH:13]=[CH:14][CH:15]=1)[CH:7]=[CH2:8]. The catalyst class is: 7. (3) Reactant: [CH3:1][C:2]1[CH:7]=[CH:6][N:5]=[CH:4][C:3]=1[N:8]1[CH2:12][CH2:11][NH:10][C:9]1=[O:13].Br[C:15]1[CH:16]=[CH:17][C:18]2[N:19]([CH:21]=[C:22]([CH3:24])[N:23]=2)[CH:20]=1.N[C@@H]1CCCC[C@H]1N.P([O-])([O-])([O-])=O.[K+].[K+].[K+]. Product: [CH3:24][C:22]1[N:23]=[C:18]2[CH:17]=[CH:16][C:15]([N:10]3[CH2:11][CH2:12][N:8]([C:3]4[CH:4]=[N:5][CH:6]=[CH:7][C:2]=4[CH3:1])[C:9]3=[O:13])=[CH:20][N:19]2[CH:21]=1. The catalyst class is: 246. (4) Reactant: [CH3:1][C:2]1[C:3]([OH:18])=[CH:4][N:5]2[C:10]=1[C:9]([O:11][C:12]1[CH:17]=[CH:16][CH:15]=[CH:14][CH:13]=1)=[N:8][CH:7]=[N:6]2.[C:19]([O:23][C:24](=[O:29])[NH:25][CH2:26][CH2:27]O)([CH3:22])([CH3:21])[CH3:20].C1(P(C2C=CC=CC=2)C2C=CC=CC=2)C=CC=CC=1.N(C(OCC)=O)=NC(OCC)=O. Product: [C:19]([O:23][C:24](=[O:29])[NH:25][CH2:26][CH2:27][O:18][C:3]1[C:2]([CH3:1])=[C:10]2[N:5]([CH:4]=1)[N:6]=[CH:7][N:8]=[C:9]2[O:11][C:12]1[CH:17]=[CH:16][CH:15]=[CH:14][CH:13]=1)([CH3:22])([CH3:21])[CH3:20]. The catalyst class is: 7.